Dataset: Reaction yield outcomes from USPTO patents with 853,638 reactions. Task: Predict the reaction yield, written as a fraction of the theoretical maximum amount of product (1.0 means a 100% yield; for example, 0.34 means a 34% yield). (1) The reactants are [CH3:1][C:2]1[C:7]([N+:8]([O-:10])=[O:9])=[CH:6][CH:5]=[CH:4][C:3]=1[CH2:11][CH2:12][NH:13][CH2:14][CH2:15][CH3:16].[C:17]([O:21][C:22](O[C:22]([O:21][C:17]([CH3:20])([CH3:19])[CH3:18])=[O:23])=[O:23])([CH3:20])([CH3:19])[CH3:18]. The catalyst is ClCCl.O. The product is [C:17]([O:21][C:22](=[O:23])[N:13]([CH2:12][CH2:11][C:3]1[CH:4]=[CH:5][CH:6]=[C:7]([N+:8]([O-:10])=[O:9])[C:2]=1[CH3:1])[CH2:14][CH2:15][CH3:16])([CH3:20])([CH3:19])[CH3:18]. The yield is 0.610. (2) The product is [Cl:19][C:20]1[CH:26]=[CH:25][CH:24]=[CH:23][C:21]=1[NH:22][C:12]([C:3]1[C:2]([NH2:1])=[CH:11][C:10]2[C:5](=[CH:6][CH:7]=[CH:8][CH:9]=2)[CH:4]=1)=[O:14]. The yield is 0.540. The reactants are [NH2:1][C:2]1[C:3]([C:12]([OH:14])=O)=[CH:4][C:5]2[C:10]([CH:11]=1)=[CH:9][CH:8]=[CH:7][CH:6]=2.O=S(Cl)Cl.[Cl:19][C:20]1[CH:26]=[CH:25][CH:24]=[CH:23][C:21]=1[NH2:22].C(Cl)(Cl)Cl. The catalyst is C1C=CC=CC=1. (3) The reactants are [CH:1]([NH2:4])([CH3:3])[CH3:2].CCN(C(C)C)C(C)C.[CH3:14][C:15]([O:18][C:19]([N:21]([C:39]([O:41][C:42]([CH3:45])([CH3:44])[CH3:43])=[O:40])[N:22]([C:30]1[C:35]([F:36])=[C:34](Cl)[N:33]=[C:32]([Cl:38])[N:31]=1)[C:23]([O:25][C:26]([CH3:29])([CH3:28])[CH3:27])=[O:24])=[O:20])([CH3:17])[CH3:16]. The catalyst is CN(C=O)C.C(OCC)C. The product is [CH3:17][C:15]([O:18][C:19]([N:21]([C:39]([O:41][C:42]([CH3:45])([CH3:44])[CH3:43])=[O:40])[N:22]([C:30]1[C:35]([F:36])=[C:34]([NH:4][CH:1]([CH3:3])[CH3:2])[N:33]=[C:32]([Cl:38])[N:31]=1)[C:23]([O:25][C:26]([CH3:27])([CH3:28])[CH3:29])=[O:24])=[O:20])([CH3:14])[CH3:16]. The yield is 0.950. (4) The reactants are [Cl:1][C:2]1[CH:3]=[C:4]([CH:8]=[CH:9][C:10]=1[C:11]1[CH:20]=[CH:19][C:18]2[C:13](=[CH:14][CH:15]=[C:16]([OH:21])[CH:17]=2)[N:12]=1)[C:5]([NH2:7])=O.C(OC(C(F)(F)F)=O)(C(F)(F)F)=O.CCN(CC)CC. The catalyst is C(Cl)Cl.O. The product is [Cl:1][C:2]1[CH:3]=[C:4]([CH:8]=[CH:9][C:10]=1[C:11]1[CH:20]=[CH:19][C:18]2[C:13](=[CH:14][CH:15]=[C:16]([OH:21])[CH:17]=2)[N:12]=1)[C:5]#[N:7]. The yield is 0.670. (5) The reactants are [C:1]([C:3]1[CH:4]=[C:5]2[C:10](=[CH:11][CH:12]=1)[S:9][C:8]([CH3:14])([CH3:13])[CH2:7][C:6]2=[O:15])#[CH:2].I[C:17]1[CH:27]=[CH:26][C:20]([C:21]([O:23][CH2:24][CH3:25])=[O:22])=[CH:19][CH:18]=1. The catalyst is CCN(CC)CC.Cl[Pd](Cl)([P](C1C=CC=CC=1)(C1C=CC=CC=1)C1C=CC=CC=1)[P](C1C=CC=CC=1)(C1C=CC=CC=1)C1C=CC=CC=1.[Cu]I. The product is [CH3:14][C:8]1([CH3:13])[CH2:7][C:6](=[O:15])[C:5]2[C:10](=[CH:11][CH:12]=[C:3]([C:1]#[C:2][C:17]3[CH:27]=[CH:26][C:20]([C:21]([O:23][CH2:24][CH3:25])=[O:22])=[CH:19][CH:18]=3)[CH:4]=2)[S:9]1. The yield is 0.720.